This data is from Reaction yield outcomes from USPTO patents with 853,638 reactions. The task is: Predict the reaction yield, written as a fraction of the theoretical maximum amount of product (1.0 means a 100% yield; for example, 0.34 means a 34% yield). (1) The reactants are [CH3:1][C:2]([O:41][CH2:42][C@@H:43]1[CH2:45][O:44]1)([CH3:40])[CH2:3][N:4]1[CH:8]=[CH:7][C:6]([NH:9][C:10]([CH:12]2[CH:16]([C:17]3[CH:22]=[CH:21][CH:20]=[C:19]([Cl:23])[C:18]=3[F:24])[C:15]([C:27]3[CH:32]=[CH:31][C:30]([Cl:33])=[CH:29][C:28]=3[F:34])([C:25]#[N:26])[CH:14]([CH2:35][C:36]([CH3:39])([CH3:38])[CH3:37])[NH:13]2)=[O:11])=[N:5]1.[CH3:46][NH2:47]. The catalyst is C(O)(C)C. The product is [OH:44][C@@H:43]([CH2:45][NH:47][CH3:46])[CH2:42][O:41][C:2]([CH3:40])([CH3:1])[CH2:3][N:4]1[CH:8]=[CH:7][C:6]([NH:9][C:10]([CH:12]2[CH:16]([C:17]3[CH:22]=[CH:21][CH:20]=[C:19]([Cl:23])[C:18]=3[F:24])[C:15]([C:27]3[CH:32]=[CH:31][C:30]([Cl:33])=[CH:29][C:28]=3[F:34])([C:25]#[N:26])[CH:14]([CH2:35][C:36]([CH3:37])([CH3:39])[CH3:38])[NH:13]2)=[O:11])=[N:5]1. The yield is 0.162. (2) The reactants are Cl.[CH2:2]([NH:4][CH2:5][CH3:6])[CH3:3].[CH3:7][C:8]1[CH:17]=[N:16][C:15]2[C:10](=[CH:11][CH:12]=[CH:13][CH:14]=2)[N:9]=1.[CH2:18]=O.Cl. The catalyst is C(O)C.O.C(N(CC)CC)C. The product is [NH3:4].[CH2:2]([N:4]([CH2:5][CH3:6])[CH2:18][CH2:7][C:8]1[CH:17]=[N:16][C:15]2[C:10](=[CH:11][CH:12]=[CH:13][CH:14]=2)[N:9]=1)[CH3:3]. The yield is 0.00100. (3) The reactants are [CH3:1][O:2][C:3]1[CH:4]=[CH:5][C:6]2[N:7]([N:9]=[C:10]([NH2:12])[N:11]=2)[CH:8]=1.[C:13](N1C=CC=CC1=O)(N1C=CC=CC1=O)=[S:14]. The catalyst is ClCCl. The product is [N:12]([C:10]1[N:11]=[C:6]2[CH:5]=[CH:4][C:3]([O:2][CH3:1])=[CH:8][N:7]2[N:9]=1)=[C:13]=[S:14]. The yield is 0.440.